This data is from Peptide-MHC class I binding affinity with 185,985 pairs from IEDB/IMGT. The task is: Regression. Given a peptide amino acid sequence and an MHC pseudo amino acid sequence, predict their binding affinity value. This is MHC class I binding data. (1) The peptide sequence is LAHYIGTSL. The MHC is HLA-B07:02 with pseudo-sequence HLA-B07:02. The binding affinity (normalized) is 0.723. (2) The peptide sequence is FHNEFTQRL. The MHC is HLA-B57:01 with pseudo-sequence HLA-B57:01. The binding affinity (normalized) is 0.0847. (3) The peptide sequence is DRKLRINSL. The MHC is HLA-B14:01 with pseudo-sequence HLA-B14:02. The binding affinity (normalized) is 0.946. (4) The peptide sequence is KLTKDRKML. The MHC is HLA-A02:02 with pseudo-sequence HLA-A02:02. The binding affinity (normalized) is 0.0660. (5) The peptide sequence is KMQKEYALL. The MHC is HLA-A02:01 with pseudo-sequence HLA-A02:01. The binding affinity (normalized) is 0.392. (6) The peptide sequence is DILSGIFSNPHP. The MHC is HLA-A02:03 with pseudo-sequence HLA-A02:03. The binding affinity (normalized) is 0.654. (7) The binding affinity (normalized) is 0.0847. The peptide sequence is IEEVMNIVL. The MHC is HLA-B35:01 with pseudo-sequence HLA-B35:01. (8) The MHC is HLA-A02:01 with pseudo-sequence HLA-A02:01. The peptide sequence is YVASYLLAA. The binding affinity (normalized) is 0.767. (9) The peptide sequence is YSQGAFTPL. The MHC is HLA-B57:01 with pseudo-sequence HLA-B57:01. The binding affinity (normalized) is 0.213.